This data is from Full USPTO retrosynthesis dataset with 1.9M reactions from patents (1976-2016). The task is: Predict the reactants needed to synthesize the given product. (1) Given the product [C:1]([O:5][C:6]([NH:8][CH:9]1[CH2:15][CH2:14][C:13]2[CH:16]=[CH:17][CH:18]=[CH:19][C:12]=2[CH2:11][C:10]1=[O:20])=[O:7])([CH3:4])([CH3:2])[CH3:3], predict the reactants needed to synthesize it. The reactants are: [C:1]([O:5][C:6]([NH:8][CH:9]1[CH2:15][CH2:14][C:13]2[CH:16]=[CH:17][CH:18]=[CH:19][C:12]=2[CH2:11][CH:10]1[OH:20])=[O:7])([CH3:4])([CH3:3])[CH3:2].CC(OI1(OC(C)=O)(OC(C)=O)OC(=O)C2C=CC=CC1=2)=O.O.O.O.O.O.S([O-])([O-])(=O)=S.[Na+].[Na+].C(=O)([O-])O.[Na+]. (2) Given the product [F:33][C:30]1[CH:29]=[CH:28][C:27]([CH2:26][O:25][C:22]2[CH:21]=[CH:20][C:19]([S:16]([N:9]3[CH2:10][CH2:11][CH2:12][C:13]([OH:15])([CH3:14])[CH:8]3[C:6]([OH:7])=[O:5])(=[O:17])=[O:18])=[CH:24][CH:23]=2)=[CH:32][CH:31]=1, predict the reactants needed to synthesize it. The reactants are: C([O:5][C:6]([CH:8]1[C:13]([OH:15])([CH3:14])[CH2:12][CH2:11][CH2:10][N:9]1[S:16]([C:19]1[CH:24]=[CH:23][C:22]([O:25][CH2:26][C:27]2[CH:32]=[CH:31][C:30]([F:33])=[CH:29][CH:28]=2)=[CH:21][CH:20]=1)(=[O:18])=[O:17])=[O:7])(C)(C)C. (3) Given the product [Cl:1][C:2]1[CH:3]=[C:4]([S:9]([CH:12]2[CH2:13][CH2:14][N:15]([CH:18]3[CH2:23][CH2:22][N:21]([C:32]([C:31]4[CH:30]=[CH:29][C:28]([S:25]([CH3:24])(=[O:27])=[O:26])=[CH:36][CH:35]=4)=[O:33])[CH2:20][CH2:19]3)[CH2:16][CH2:17]2)(=[O:11])=[O:10])[CH:5]=[CH:6][C:7]=1[Cl:8], predict the reactants needed to synthesize it. The reactants are: [Cl:1][C:2]1[CH:3]=[C:4]([S:9]([CH:12]2[CH2:17][CH2:16][N:15]([CH:18]3[CH2:23][CH2:22][NH:21][CH2:20][CH2:19]3)[CH2:14][CH2:13]2)(=[O:11])=[O:10])[CH:5]=[CH:6][C:7]=1[Cl:8].[CH3:24][S:25]([C:28]1[CH:36]=[CH:35][C:31]([C:32](O)=[O:33])=[CH:30][CH:29]=1)(=[O:27])=[O:26].